Dataset: NCI-60 drug combinations with 297,098 pairs across 59 cell lines. Task: Regression. Given two drug SMILES strings and cell line genomic features, predict the synergy score measuring deviation from expected non-interaction effect. (1) Drug 1: C1=CC(=CC=C1C#N)C(C2=CC=C(C=C2)C#N)N3C=NC=N3. Drug 2: C(=O)(N)NO. Cell line: SK-MEL-2. Synergy scores: CSS=-4.73, Synergy_ZIP=3.25, Synergy_Bliss=5.44, Synergy_Loewe=-0.131, Synergy_HSA=-0.126. (2) Drug 1: C1CC2CC3=C(CC1C24CN(S(=O)(=O)N4)CC(F)(F)F)C=CC(=C3)C=CCN5CCC(CC5)C(F)(F)F. Drug 2: CCC1(C2=C(COC1=O)C(=O)N3CC4=CC5=C(C=CC(=C5CN(C)C)O)N=C4C3=C2)O. Cell line: HCT116. Synergy scores: CSS=72.2, Synergy_ZIP=10.0, Synergy_Bliss=8.69, Synergy_Loewe=6.73, Synergy_HSA=12.4. (3) Drug 1: CC1=C2C(C(=O)C3(C(CC4C(C3C(C(C2(C)C)(CC1OC(=O)C(C(C5=CC=CC=C5)NC(=O)OC(C)(C)C)O)O)OC(=O)C6=CC=CC=C6)(CO4)OC(=O)C)O)C)O. Drug 2: C1CCC(C(C1)N)N.C(=O)(C(=O)[O-])[O-].[Pt+4]. Cell line: COLO 205. Synergy scores: CSS=37.1, Synergy_ZIP=-3.21, Synergy_Bliss=-6.17, Synergy_Loewe=8.07, Synergy_HSA=2.28. (4) Drug 1: CC1=C(C(=CC=C1)Cl)NC(=O)C2=CN=C(S2)NC3=CC(=NC(=N3)C)N4CCN(CC4)CCO. Cell line: HL-60(TB). Synergy scores: CSS=12.8, Synergy_ZIP=-5.58, Synergy_Bliss=-1.50, Synergy_Loewe=1.82, Synergy_HSA=-2.90. Drug 2: CC(C)CN1C=NC2=C1C3=CC=CC=C3N=C2N. (5) Drug 1: CC(CN1CC(=O)NC(=O)C1)N2CC(=O)NC(=O)C2. Drug 2: CC1C(C(CC(O1)OC2CC(CC3=C2C(=C4C(=C3O)C(=O)C5=C(C4=O)C(=CC=C5)OC)O)(C(=O)CO)O)N)O.Cl. Cell line: OVCAR-5. Synergy scores: CSS=18.1, Synergy_ZIP=-1.86, Synergy_Bliss=-4.32, Synergy_Loewe=-4.41, Synergy_HSA=-2.02. (6) Drug 1: CS(=O)(=O)C1=CC(=C(C=C1)C(=O)NC2=CC(=C(C=C2)Cl)C3=CC=CC=N3)Cl. Drug 2: CC1C(C(=O)NC(C(=O)N2CCCC2C(=O)N(CC(=O)N(C(C(=O)O1)C(C)C)C)C)C(C)C)NC(=O)C3=C4C(=C(C=C3)C)OC5=C(C(=O)C(=C(C5=N4)C(=O)NC6C(OC(=O)C(N(C(=O)CN(C(=O)C7CCCN7C(=O)C(NC6=O)C(C)C)C)C)C(C)C)C)N)C. Cell line: IGROV1. Synergy scores: CSS=34.1, Synergy_ZIP=11.2, Synergy_Bliss=17.3, Synergy_Loewe=16.1, Synergy_HSA=16.3. (7) Drug 1: CCN(CC)CCCC(C)NC1=C2C=C(C=CC2=NC3=C1C=CC(=C3)Cl)OC. Drug 2: N.N.Cl[Pt+2]Cl. Cell line: PC-3. Synergy scores: CSS=60.1, Synergy_ZIP=-5.34, Synergy_Bliss=0.408, Synergy_Loewe=0.243, Synergy_HSA=2.43.